Dataset: Forward reaction prediction with 1.9M reactions from USPTO patents (1976-2016). Task: Predict the product of the given reaction. Given the reactants [C:1]([C:3]1[CH:4]=[C:5]([NH:16][C:17]2[C:18]([F:27])=[C:19]([CH:24]=[CH:25][CH:26]=2)[C:20]([O:22][CH3:23])=[O:21])[CH:6]=[C:7]([C:9]2[C:10]([CH3:15])=[N:11][O:12][C:13]=2[CH3:14])[CH:8]=1)#[N:2].C([O-])([O-])=O.[K+].[K+], predict the reaction product. The product is: [C:1]([C:3]1[CH:8]=[C:7]([C:9]2[C:10]([CH3:15])=[N:11][O:12][C:13]=2[CH3:14])[CH:6]=[C:5]2[C:4]=1[C:26]1[CH:25]=[CH:24][C:19]([C:20]([O:22][CH3:23])=[O:21])=[C:18]([F:27])[C:17]=1[NH:16]2)#[N:2].